The task is: Predict the reaction yield, written as a fraction of the theoretical maximum amount of product (1.0 means a 100% yield; for example, 0.34 means a 34% yield).. This data is from Reaction yield outcomes from USPTO patents with 853,638 reactions. (1) The reactants are [NH:1](C(OCC1C=CC=CC=1)=O)[C@@H:2]([C:23]([O:25][CH2:26][CH3:27])=[O:24])[CH2:3][CH2:4][C:5]([NH:7][C@@H:8]([C:19]([O:21][CH3:22])=[O:20])[CH2:9][C:10]1[C:18]2[C:13](=[CH:14][CH:15]=[CH:16][CH:17]=2)[NH:12][CH:11]=1)=[O:6]. The catalyst is C(OCC)(=O)C.[Pd]. The product is [NH2:1][C@@H:2]([C:23]([O:25][CH2:26][CH3:27])=[O:24])[CH2:3][CH2:4][C:5]([NH:7][C@@H:8]([C:19]([O:21][CH3:22])=[O:20])[CH2:9][C:10]1[C:18]2[C:13](=[CH:14][CH:15]=[CH:16][CH:17]=2)[NH:12][CH:11]=1)=[O:6]. The yield is 0.950. (2) The product is [CH2:1]([O:8][C:9]([NH:11][C@H:12]1[CH2:16][CH2:15][N:14]([C@H:17]2[CH2:22][CH2:21][C@@H:20]([NH:33][C:29]([CH3:32])([CH3:31])[CH3:30])[CH2:19][C@H:18]2[C:24]([O:26][CH3:27])=[O:25])[C:13]1=[O:28])=[O:10])[C:2]1[CH:7]=[CH:6][CH:5]=[CH:4][CH:3]=1. The catalyst is CS(C)=O.CO. The yield is 0.800. The reactants are [CH2:1]([O:8][C:9]([NH:11][C@H:12]1[CH2:16][CH2:15][N:14]([C@H:17]2[CH2:22][CH2:21][C:20](=O)[CH2:19][C@H:18]2[C:24]([O:26][CH3:27])=[O:25])[C:13]1=[O:28])=[O:10])[C:2]1[CH:7]=[CH:6][CH:5]=[CH:4][CH:3]=1.[C:29]([NH2:33])([CH3:32])([CH3:31])[CH3:30].[BH4-].[Na+].C([O-])(O)=O.[Na+].